Binary Classification. Given a drug SMILES string, predict its activity (active/inactive) in a high-throughput screening assay against a specified biological target. From a dataset of Orexin1 receptor HTS with 218,158 compounds and 233 confirmed actives. (1) The result is 0 (inactive). The drug is N#Cc1ccc(C23CC4(C(C3c3ccccc3)CN(C4c3ccccc3)Cc3ccc(cc3)c3ccccc3)C2)cc1. (2) The drug is Oc1c(ccc(N)c1)C(OC)=O. The result is 0 (inactive). (3) The compound is FC(F)c1n2nc(nc2nc(c1)C)C(O)=O. The result is 0 (inactive). (4) The result is 0 (inactive). The drug is S1(=O)(=O)N=C(NCCC(OC(C(=O)N(C2CCCCC2)C)C)=O)c2c1cccc2. (5) The compound is O(c1c(OC)cc(cc1OC)C(=O)Nc1ncccc1)C. The result is 0 (inactive). (6) The compound is S(c1c(ccc(c1)C)C)CC(OCC(=O)Nc1c(cc([N+]([O-])=O)c(OC)c1)C)=O. The result is 0 (inactive).